This data is from Full USPTO retrosynthesis dataset with 1.9M reactions from patents (1976-2016). The task is: Predict the reactants needed to synthesize the given product. (1) Given the product [CH:1]1[C:10]2[C:5](=[C:6]([NH:11][C:13]([NH:12][C:15]3[CH:20]=[C:19]([S:21]([CH3:24])(=[O:22])=[O:23])[CH:18]=[CH:17][C:16]=3[O:25][CH3:26])=[S:14])[CH:7]=[CH:8][CH:9]=2)[CH:4]=[CH:3][N:2]=1, predict the reactants needed to synthesize it. The reactants are: [CH:1]1[C:10]2[C:5](=[C:6]([NH2:11])[CH:7]=[CH:8][CH:9]=2)[CH:4]=[CH:3][N:2]=1.[N:12]([C:15]1[CH:20]=[C:19]([S:21]([CH3:24])(=[O:23])=[O:22])[CH:18]=[CH:17][C:16]=1[O:25][CH3:26])=[C:13]=[S:14].CS(C1C=CC(OC)=C(NC(NC2C=CC=C3C=2C=NN3C)=S)C=1)(=O)=O. (2) Given the product [Cl:12][C:13]1[CH:14]=[CH:15][CH:16]=[C:17]([O:10][CH2:9][C@@H:3]2[C@@H:4]([CH3:8])[CH2:5][CH2:6][CH2:7][C:2]2([CH3:1])[CH3:11])[CH:18]=1, predict the reactants needed to synthesize it. The reactants are: [CH3:1][C:2]1([CH3:11])[CH2:7][CH2:6][CH2:5][C@H:4]([CH3:8])[C@H:3]1[CH2:9][OH:10].[Cl:12][C:13]1[CH:14]=[C:15](O)[CH:16]=[CH:17][CH:18]=1.C1(P(C2C=CC=CC=2)C2C=CC=CC=2)C=CC=CC=1.N(C(OCC)=O)=NC(OCC)=O. (3) Given the product [CH3:1][C:2]1[CH:3]=[C:4]([Cl:23])[C:5]2[C:6](=[C:8]([C:12]3[CH:17]=[CH:16][C:15]([Cl:18])=[CH:14][C:13]=3[Cl:19])[N:9]([CH3:11])[N:10]=2)[N:7]=1, predict the reactants needed to synthesize it. The reactants are: [CH3:1][C:2]1[CH:3]=[C:4](O)[C:5]2[C:6](=[C:8]([C:12]3[CH:17]=[CH:16][C:15]([Cl:18])=[CH:14][C:13]=3[Cl:19])[N:9]([CH3:11])[N:10]=2)[N:7]=1.P(Cl)(Cl)([Cl:23])=O.